The task is: Predict the reactants needed to synthesize the given product.. This data is from Full USPTO retrosynthesis dataset with 1.9M reactions from patents (1976-2016). (1) The reactants are: [CH2:1]1[N:6](C(OCC2C=CC=CC=2)=O)[CH2:5][CH2:4][N:3]2[CH2:17][CH2:18][CH2:19][CH2:20][CH:2]12.CO.[H][H]. Given the product [CH2:1]1[NH:6][CH2:5][CH2:4][N:3]2[CH2:17][CH2:18][CH2:19][CH2:20][CH:2]12, predict the reactants needed to synthesize it. (2) Given the product [F:40][C:38]1[CH:39]=[C:34]([C:27]2[CH:28]=[CH:29][CH:30]=[C:31]3[C:26]=2[N:25]=[C:24]([C:21]2[CH:20]=[N:19][N:18]([CH:15]4[CH2:16][CH2:17][NH:12][CH2:13][CH2:14]4)[C:22]=2[CH3:23])[CH:33]=[N:32]3)[CH:35]=[C:36]([F:48])[C:37]=1[CH2:41][N:42]1[CH2:47][CH2:46][O:45][CH2:44][CH2:43]1, predict the reactants needed to synthesize it. The reactants are: Cl.CCO.C(OC([N:12]1[CH2:17][CH2:16][CH:15]([N:18]2[C:22]([CH3:23])=[C:21]([C:24]3[CH:33]=[N:32][C:31]4[C:26](=[C:27]([C:34]5[CH:39]=[C:38]([F:40])[C:37]([CH2:41][N:42]6[CH2:47][CH2:46][O:45][CH2:44][CH2:43]6)=[C:36]([F:48])[CH:35]=5)[CH:28]=[CH:29][CH:30]=4)[N:25]=3)[CH:20]=[N:19]2)[CH2:14][CH2:13]1)=O)(C)(C)C. (3) Given the product [CH3:34][N:29]1[C:28]2[NH:27][C:26]3[CH:35]=[C:36]([CH3:39])[CH:37]=[CH:38][C:25]=3[N:24]([C:22]([C:19]3[CH:20]=[CH:21][C:16]([CH2:15][NH:14][C:11]([CH:8]4[CH2:10][CH2:9]4)=[O:12])=[C:17]([CH3:40])[CH:18]=3)=[O:23])[CH2:33][C:32]=2[CH:31]=[N:30]1, predict the reactants needed to synthesize it. The reactants are: C(N(CC)CC)C.[CH:8]1([C:11](Cl)=[O:12])[CH2:10][CH2:9]1.[NH2:14][CH2:15][C:16]1[CH:21]=[CH:20][C:19]([C:22]([N:24]2[CH2:33][C:32]3[CH:31]=[N:30][N:29]([CH3:34])[C:28]=3[NH:27][C:26]3[CH:35]=[C:36]([CH3:39])[CH:37]=[CH:38][C:25]2=3)=[O:23])=[CH:18][C:17]=1[CH3:40].CC1C=C2N=C3C(=NC(NC3=O)=O)N(C[C@H](O)[C@H](O)[C@H](O)CO)C2=CC=1C. (4) Given the product [Cl:1][C:2]1[CH:3]=[C:4]([C:9]([C:25]([F:28])([F:26])[F:27])=[CH:10][C:11]([C:13]2[CH:23]=[CH:22][C:16]([C:17]([O:19][CH2:20][CH3:21])=[O:18])=[C:15]([CH3:24])[CH:14]=2)=[O:12])[CH:5]=[C:6]([Cl:8])[CH:7]=1, predict the reactants needed to synthesize it. The reactants are: [Cl:1][C:2]1[CH:3]=[C:4]([C:9](O)([C:25]([F:28])([F:27])[F:26])[CH2:10][C:11]([C:13]2[CH:23]=[CH:22][C:16]([C:17]([O:19][CH2:20][CH3:21])=[O:18])=[C:15]([CH3:24])[CH:14]=2)=[O:12])[CH:5]=[C:6]([Cl:8])[CH:7]=1.C(OC(=O)C)(=O)C.C(N(CC)CC)C. (5) Given the product [CH2:1]([O:8][C:9](=[O:35])[CH2:10][C@@H:11]([N:24]1[CH:28]=[CH:27][C:26]([C:29]2[CH:30]=[CH:31][C:32]([C:96]3[CH:101]=[CH:100][C:99]([C:102](=[O:104])[NH2:103])=[CH:98][CH:97]=3)=[CH:33][CH:34]=2)=[CH:25]1)[C:12]([NH:14][C@H:15]([C:20](=[O:23])[NH:21][CH3:22])[C:16]([CH3:19])([CH3:18])[CH3:17])=[O:13])[C:2]1[CH:7]=[CH:6][CH:5]=[CH:4][CH:3]=1, predict the reactants needed to synthesize it. The reactants are: [CH2:1]([O:8][C:9](=[O:35])[CH2:10][C@@H:11]([N:24]1[CH:28]=[CH:27][C:26]([C:29]2[CH:34]=[CH:33][CH:32]=[CH:31][CH:30]=2)=[CH:25]1)[C:12]([NH:14][C@H:15]([C:20](=[O:23])[NH:21][CH3:22])[C:16]([CH3:19])([CH3:18])[CH3:17])=[O:13])[C:2]1[CH:7]=[CH:6][CH:5]=[CH:4][CH:3]=1.C(OC(=O)C[C@@H](NC(OC(C)(C)C)=O)C(N[C@H](C(=O)NC)C(C)(C)C)=O)C1C=CC=CC=1.C(C(NC(=O)[C@H](N1C=CC(C2C=CC([C:96]3[CH:101]=[CH:100][C:99]([C:102](=[O:104])[NH2:103])=[CH:98][CH:97]=3)=CC=2)=C1)CC(O)=O)CO)C1C=CC=CC=1. (6) Given the product [Cl:1][C:12]1[C:13]2[N:19]3[CH2:20][CH2:21][CH2:22][C@@H:23]([NH:24][C:25](=[O:30])[C:26]([F:29])([F:28])[F:27])[C@H:18]3[C:17]3[CH:31]=[CH:32][CH:33]=[CH:34][C:16]=3[O:15][C:14]=2[CH:35]=[CH:36][C:11]=1[Cl:10].[Cl:10][C:11]1[C:36]([Cl:1])=[CH:35][C:14]2[O:15][C:16]3[CH:34]=[CH:33][CH:32]=[CH:31][C:17]=3[C@@H:18]3[C@H:23]([NH:24][C:25](=[O:30])[C:26]([F:29])([F:28])[F:27])[CH2:22][CH2:21][CH2:20][N:19]3[C:13]=2[CH:12]=1, predict the reactants needed to synthesize it. The reactants are: [Cl:1]N1C(=O)CCC1=O.Cl.[Cl:10][C:11]1[CH:36]=[CH:35][C:14]2[O:15][C:16]3[CH:34]=[CH:33][CH:32]=[CH:31][C:17]=3[C@@H:18]3[C@H:23]([NH:24][C:25](=[O:30])[C:26]([F:29])([F:28])[F:27])[CH2:22][CH2:21][CH2:20][N:19]3[C:13]=2[CH:12]=1. (7) The reactants are: [O:1]=[C:2]1[CH2:6][CH2:5][CH2:4][N:3]1[C:7]([O:9][C:10]([CH3:13])([CH3:12])[CH3:11])=[O:8].[CH2:14]([Mg]Br)[CH:15]([CH3:17])[CH3:16].C(OCC)C. Given the product [CH3:11][C:10]([O:9][C:7](=[O:8])[NH:3][CH2:4][CH2:5][CH2:6][C:2](=[O:1])[CH2:14][CH:15]([CH3:17])[CH3:16])([CH3:13])[CH3:12], predict the reactants needed to synthesize it. (8) Given the product [CH3:15][O:14][CH:4]([C:5]1[CH:10]=[CH:9][CH:8]=[C:7]([N+:11]([O-:13])=[O:12])[CH:6]=1)[C:3]([OH:16])=[O:2], predict the reactants needed to synthesize it. The reactants are: C[O:2][C:3](=[O:16])[CH:4]([O:14][CH3:15])[C:5]1[CH:10]=[CH:9][CH:8]=[C:7]([N+:11]([O-:13])=[O:12])[CH:6]=1.[OH-].[Na+].